Dataset: Forward reaction prediction with 1.9M reactions from USPTO patents (1976-2016). Task: Predict the product of the given reaction. (1) Given the reactants [Br:1][C:2]1[CH:7]=[C:6]([F:8])[C:5]([NH:9][C:10]([NH:12][NH:13][C:14](=O)[CH2:15][C@@H:16]2[CH2:20][CH2:19][N:18]([C:21]([CH:23]3[CH2:25][CH2:24]3)=[O:22])[CH2:17]2)=[O:11])=[C:4]([F:27])[CH:3]=1.C(=O)([O-])[O-].[K+].[K+], predict the reaction product. The product is: [Br:1][C:2]1[CH:7]=[C:6]([F:8])[C:5]([N:9]2[C:14]([CH2:15][C@@H:16]3[CH2:20][CH2:19][N:18]([C:21]([CH:23]4[CH2:25][CH2:24]4)=[O:22])[CH2:17]3)=[N:13][NH:12][C:10]2=[O:11])=[C:4]([F:27])[CH:3]=1. (2) Given the reactants [Cl:1][C:2]1[CH:3]=[C:4]([C:16]([NH:18][C@H:19]([C:21]2[CH:29]=[CH:28][C:24]([C:25]([OH:27])=[O:26])=[CH:23][CH:22]=2)[CH3:20])=[O:17])[C:5]([O:8][C:9]2[CH:14]=[CH:13][CH:12]=[C:11](F)[CH:10]=2)=[N:6][CH:7]=1.[Cl:30]C1C=C(O)C=CC=1, predict the reaction product. The product is: [Cl:1][C:2]1[CH:3]=[C:4]([C:16]([NH:18][C@H:19]([C:21]2[CH:29]=[CH:28][C:24]([C:25]([OH:27])=[O:26])=[CH:23][CH:22]=2)[CH3:20])=[O:17])[C:5]([O:8][C:9]2[CH:14]=[CH:13][CH:12]=[C:11]([Cl:30])[CH:10]=2)=[N:6][CH:7]=1. (3) Given the reactants C(N(CC)C(Cl)=O)C.[CH2:9]([N:11]([C:14]([N:16]=[C:17]=[S:18])=[O:15])[CH2:12][CH3:13])[CH3:10].[Cl:19][C:20]1[CH:21]=[C:22]([CH:24]=[CH:25][C:26]=1[O:27][C:28]1[C:37]2[C:32](=[CH:33][C:34]([O:40][CH3:41])=[C:35]([O:38][CH3:39])[CH:36]=2)[N:31]=[CH:30][CH:29]=1)[NH2:23].C1(C)C=CC=CC=1, predict the reaction product. The product is: [CH2:9]([N:11]([C:14]([N:16]=[C:17]=[S:18])=[O:15])[CH2:12][CH3:13])[CH3:10].[Cl:19][C:20]1[CH:21]=[C:22]([NH:23][C:17]([NH:16][C:14]([N:11]([CH2:12][CH3:13])[CH2:9][CH3:10])=[O:15])=[S:18])[CH:24]=[CH:25][C:26]=1[O:27][C:28]1[C:37]2[C:32](=[CH:33][C:34]([O:40][CH3:41])=[C:35]([O:38][CH3:39])[CH:36]=2)[N:31]=[CH:30][CH:29]=1. (4) Given the reactants [I:1][C:2]1[CH:3]=[C:4]([CH2:12]O)[CH:5]=[C:6]([O:10][CH3:11])[C:7]=1[O:8][CH3:9].P(Br)(Br)[Br:15], predict the reaction product. The product is: [Br:15][CH2:12][C:4]1[CH:5]=[C:6]([O:10][CH3:11])[C:7]([O:8][CH3:9])=[C:2]([I:1])[CH:3]=1. (5) Given the reactants C(OC(N1CCC(C([O:20][C:21]2[CH:43]=[CH:42][C:24]3[C:25]4[N:29]([CH2:30][CH2:31][O:32][C:23]=3[CH:22]=2)[CH:28]=[C:27]([C:33]2[N:34]([CH:39]([CH3:41])[CH3:40])[N:35]=[C:36]([CH3:38])[N:37]=2)[N:26]=4)CC)CC1)=O)C1C=CC=CC=1.[H-].[Na+].[CH2:46]([O:48][C:49](=[O:63])[C:50](Br)([C:56]1[CH:61]=[CH:60][CH:59]=[CH:58][CH:57]=1)[C:51]([O:53][CH2:54][CH3:55])=[O:52])[CH3:47], predict the reaction product. The product is: [CH2:46]([O:48][C:49](=[O:63])[C:50]([O:20][C:21]1[CH:43]=[CH:42][C:24]2[C:25]3[N:29]([CH2:30][CH2:31][O:32][C:23]=2[CH:22]=1)[CH:28]=[C:27]([C:33]1[N:34]([CH:39]([CH3:41])[CH3:40])[N:35]=[C:36]([CH3:38])[N:37]=1)[N:26]=3)([C:56]1[CH:61]=[CH:60][CH:59]=[CH:58][CH:57]=1)[C:51]([O:53][CH2:54][CH3:55])=[O:52])[CH3:47].